This data is from Peptide-MHC class II binding affinity with 134,281 pairs from IEDB. The task is: Regression. Given a peptide amino acid sequence and an MHC pseudo amino acid sequence, predict their binding affinity value. This is MHC class II binding data. (1) The peptide sequence is AAFPSDSWCYFAA. The MHC is HLA-DPA10103-DPB10401 with pseudo-sequence HLA-DPA10103-DPB10401. The binding affinity (normalized) is 0.0775. (2) The peptide sequence is GELQLVDKIDAAFKI. The MHC is DRB1_0802 with pseudo-sequence DRB1_0802. The binding affinity (normalized) is 0.579.